From a dataset of Catalyst prediction with 721,799 reactions and 888 catalyst types from USPTO. Predict which catalyst facilitates the given reaction. (1) Reactant: [F:1][CH:2]([F:27])[C:3]1[CH:7]=[C:6]([CH:8]([F:10])[F:9])[N:5]([CH2:11][C:12]([N:14]2[CH2:19][CH2:18][CH:17]([C:20]3[S:21][CH:22]=[C:23]([CH:25]=O)[N:24]=3)[CH2:16][CH2:15]2)=[O:13])[N:4]=1.[NH2:28][OH:29]. Product: [F:1][CH:2]([F:27])[C:3]1[CH:7]=[C:6]([CH:8]([F:10])[F:9])[N:5]([CH2:11][C:12]([N:14]2[CH2:19][CH2:18][CH:17]([C:20]3[S:21][CH:22]=[C:23]([CH:25]=[N:28][OH:29])[N:24]=3)[CH2:16][CH2:15]2)=[O:13])[N:4]=1. The catalyst class is: 8. (2) Reactant: [OH:1][CH2:2][C@@H:3]1[C@@H:7]([O:8][Si](C(C)C)(C(C)C)C(C)C)[CH2:6][C@H:5]([NH:19][C:20]2[C:25]([C:26]([C:28]3[O:29][CH:30]=[C:31]([CH2:33][O:34][Si](C(C)C)(C(C)C)C(C)C)[CH:32]=3)=[O:27])=[CH:24][N:23]=[CH:22][N:21]=2)[CH2:4]1.Cl[S:46]([NH2:49])(=[O:48])=[O:47].Cl.C([O-])(O)=O.[Na+]. Product: [S:46](=[O:48])(=[O:47])([O:1][CH2:2][C@H:3]1[CH2:4][C@@H:5]([NH:19][C:20]2[C:25]([C:26]([C:28]3[O:29][CH:30]=[C:31]([CH2:33][OH:34])[CH:32]=3)=[O:27])=[CH:24][N:23]=[CH:22][N:21]=2)[CH2:6][C@@H:7]1[OH:8])[NH2:49]. The catalyst class is: 198. (3) Reactant: [C:1](O)(=O)[C:2]1[CH:7]=[CH:6][CH:5]=[N:4][CH:3]=1.[NH2:10][NH:11][C:12]([NH2:14])=[S:13].[NH4+].[OH-]. Product: [N:4]1[CH:5]=[CH:6][CH:7]=[C:2]([C:1]2[S:13][C:12]([NH2:14])=[N:11][N:10]=2)[CH:3]=1. The catalyst class is: 6. (4) Reactant: C(O[C@@H:5]1[O:22][C@H:21]([CH2:23][O:24][C:25](=[O:27])[CH3:26])[C@@H:16]([O:17][C:18](=[O:20])[CH3:19])[C@H:11]([O:12][C:13](=[O:15])[CH3:14])[C@H:6]1[O:7][C:8](=[O:10])[CH3:9])(=O)C.[BrH:28].CC(O)=O. Product: [CH3:26][C:25]([O:24][CH2:23][C@H:21]1[O:22][C@H:5]([Br:28])[C@H:6]([O:7][C:8]([CH3:9])=[O:10])[C@@H:11]([O:12][C:13]([CH3:14])=[O:15])[C@@H:16]1[O:17][C:18]([CH3:19])=[O:20])=[O:27]. The catalyst class is: 22. (5) Reactant: [Cl:1][C:2]1[N:7]=[C:6]([C:8](OC)=[O:9])[CH:5]=[C:4]([NH:12][CH:13]2[CH2:18][CH2:17][O:16][CH2:15][CH2:14]2)[N:3]=1.[BH4-].[Na+].O. Product: [Cl:1][C:2]1[N:7]=[C:6]([CH2:8][OH:9])[CH:5]=[C:4]([NH:12][CH:13]2[CH2:18][CH2:17][O:16][CH2:15][CH2:14]2)[N:3]=1. The catalyst class is: 8. (6) Reactant: [F:1][C:2]1[CH:7]=[CH:6][C:5]([CH3:8])=[CH:4][C:3]=1[C:9]1[O:13][N:12]=[C:11]([CH:14]=[O:15])[CH:10]=1.C[Mg][CH:18]1[CH2:20][CH2:19]1.[Br-]. Product: [CH:18]1([CH:14]([C:11]2[CH:10]=[C:9]([C:3]3[CH:4]=[C:5]([CH3:8])[CH:6]=[CH:7][C:2]=3[F:1])[O:13][N:12]=2)[OH:15])[CH2:20][CH2:19]1. The catalyst class is: 7. (7) Reactant: [Cl:1][C:2]1[CH:7]=[CH:6][C:5]([C:8](=[NH:20])[NH:9][C:10]2[CH:15]=[CH:14][C:13]([S:16]([CH3:19])(=[O:18])=[O:17])=[CH:12][CH:11]=2)=[CH:4][CH:3]=1.C(=O)(O)[O-].[Na+].Br[CH2:27][C:28](=[O:34])[C:29]([O:31][CH2:32][CH3:33])=[O:30]. Product: [Cl:1][C:2]1[CH:3]=[CH:4][C:5]([C:8]2[N:9]([C:10]3[CH:15]=[CH:14][C:13]([S:16]([CH3:19])(=[O:17])=[O:18])=[CH:12][CH:11]=3)[CH2:27][C:28]([C:29]([O:31][CH2:32][CH3:33])=[O:30])([OH:34])[N:20]=2)=[CH:6][CH:7]=1. The catalyst class is: 32. (8) Reactant: [F:1][C:2]1[CH:7]=[CH:6][C:5]([C:8](=[O:10])[CH3:9])=[C:4]([OH:11])[CH:3]=1.[CH2:12](Br)[C:13]1[CH:18]=[CH:17][CH:16]=[CH:15][CH:14]=1.C([O-])([O-])=O.[K+].[K+].O. Product: [CH2:12]([O:11][C:4]1[CH:3]=[C:2]([F:1])[CH:7]=[CH:6][C:5]=1[C:8](=[O:10])[CH3:9])[C:13]1[CH:18]=[CH:17][CH:16]=[CH:15][CH:14]=1. The catalyst class is: 31. (9) Reactant: [O-]P([O-])([O-])=O.[K+].[K+].[K+].CC(C1C=C(C(C)C)C(C2C=CC=CC=2P(C2CCCCC2)C2CCCCC2)=C(C(C)C)C=1)C.CC1(C)C(C)(C)OB([C:51]2[NH:59][C:58]3[CH2:57][CH2:56][NH:55][C:54](=[O:60])[C:53]=3[CH:52]=2)O1.Br[C:63]1[CH:64]=[CH:65][CH:66]=[C:67]2[C:72]=1[N:71]=[C:70]([C:73]1[C:78]([CH3:79])=[CH:77][CH:76]=[CH:75][C:74]=1[CH3:80])[CH:69]=[N:68]2. Product: [CH3:80][C:74]1[CH:75]=[CH:76][CH:77]=[C:78]([CH3:79])[C:73]=1[C:70]1[CH:69]=[N:68][C:67]2[C:72]([N:71]=1)=[C:63]([C:51]1[NH:59][C:58]3[CH2:57][CH2:56][NH:55][C:54](=[O:60])[C:53]=3[CH:52]=1)[CH:64]=[CH:65][CH:66]=2. The catalyst class is: 333. (10) Reactant: [Br:1][C:2]1[CH:7]=[C:6]([F:8])[CH:5]=[CH:4][C:3]=1[CH:9]1[C:14]([C:15]([O:17][CH2:18][CH3:19])=[O:16])=[C:13]([CH2:20]Br)[NH:12][C:11]([C:22]2[S:23][CH:24]=[CH:25][N:26]=2)=[N:10]1.[CH3:27][C@H:28]1[O:33][CH2:32][CH2:31][NH:30][C@@H:29]1[C:34]([OH:36])=[O:35].C(=O)([O-])[O-].[K+].[K+]. The catalyst class is: 8. Product: [Br:1][C:2]1[CH:7]=[C:6]([F:8])[CH:5]=[CH:4][C:3]=1[CH:9]1[N:10]=[C:11]([C:22]2[S:23][CH:24]=[CH:25][N:26]=2)[NH:12][C:13]([CH2:20][N:30]2[CH2:31][CH2:32][O:33][C@H:28]([CH3:27])[C@H:29]2[C:34]([OH:36])=[O:35])=[C:14]1[C:15]([O:17][CH2:18][CH3:19])=[O:16].